From a dataset of Catalyst prediction with 721,799 reactions and 888 catalyst types from USPTO. Predict which catalyst facilitates the given reaction. (1) Reactant: Br[C:2]1[CH:7]=[CH:6][N:5]=[C:4]([CH2:8][CH2:9][N:10]2[C:29](=[O:30])[N:13]3[CH:14]=[C:15]([C:18]4[CH:23]=[CH:22][C:21]([O:24][C:25]([F:28])([F:27])[F:26])=[CH:20][CH:19]=4)[CH:16]=[CH:17][C:12]3=[N:11]2)[CH:3]=1.[CH:31]1(B(O)O)[CH2:33][CH2:32]1.C(=O)([O-])[O-].[K+].[K+]. Product: [CH:31]1([C:2]2[CH:7]=[CH:6][N:5]=[C:4]([CH2:8][CH2:9][N:10]3[C:29](=[O:30])[N:13]4[CH:14]=[C:15]([C:18]5[CH:19]=[CH:20][C:21]([O:24][C:25]([F:27])([F:28])[F:26])=[CH:22][CH:23]=5)[CH:16]=[CH:17][C:12]4=[N:11]3)[CH:3]=2)[CH2:33][CH2:32]1. The catalyst class is: 12. (2) Reactant: [F:1][C:2]1[CH:3]=[C:4]([CH2:9][C@@H:10]([C:25]2[C:30]([C:31]3[CH:32]=[CH:33][C:34]([F:40])=[C:35]([CH:39]=3)[C:36]([NH2:38])=[O:37])=[CH:29][CH:28]=[CH:27][N:26]=2)[NH:11][C:12](=[O:24])[CH2:13][C:14]2[C:22]3[C:17](=[CH:18][CH:19]=[C:20]([F:23])[CH:21]=3)[NH:16][CH:15]=2)[CH:5]=[C:6]([F:8])[CH:7]=1.[H-].[Na+].[CH3:43][S:44](Cl)(=[O:46])=[O:45]. Product: [F:1][C:2]1[CH:3]=[C:4]([CH2:9][C@@H:10]([C:25]2[C:30]([C:31]3[CH:32]=[CH:33][C:34]([F:40])=[C:35]([CH:39]=3)[C:36]([NH2:38])=[O:37])=[CH:29][CH:28]=[CH:27][N:26]=2)[NH:11][C:12](=[O:24])[CH2:13][C:14]2[C:22]3[C:17](=[CH:18][CH:19]=[C:20]([F:23])[CH:21]=3)[N:16]([S:44]([CH3:43])(=[O:46])=[O:45])[CH:15]=2)[CH:5]=[C:6]([F:8])[CH:7]=1. The catalyst class is: 3. (3) Reactant: C([O:4][C@@H:5]1[C@@H:38]([O:39][C:40](=[O:42])[CH3:41])[C@H:37]([O:43][C:44](=[O:46])[CH3:45])[C@@H:36]([CH2:47][O:48][C:49](=[O:51])[CH3:50])[O:35][C@@H:6]1[O:7][C@H:8]1[O:25][C@H:24]([CH:26]([Si](C(C)(C)C)(C)C)[OH:27])[C@@H:19]([O:20]C(=O)C)[C@H:14]([O:15][C:16](=[O:18])[CH3:17])[C@H:9]1[O:10][C:11](=[O:13])[CH3:12])(=O)C.[C:52]([OH:55])(=O)[CH3:53].CCCC[N+](CCCC)(CCCC)CCCC.[F-].ClCCl.[C:77](OCC)(=[O:79])[CH3:78]. The catalyst class is: 1. Product: [C:77]([O:4][C@@H:5]1[C@@H:38]([O:39][C:40](=[O:42])[CH3:41])[C@H:37]([O:43][C:44](=[O:46])[CH3:45])[C@@H:36]([CH2:47][O:48][C:49](=[O:51])[CH3:50])[O:35][C@@H:6]1[O:7][C@H:8]1[O:25][C@H:24]([CH2:26][O:27][C:52](=[O:55])[CH3:53])[C@@H:19]([OH:20])[C@H:14]([O:15][C:16](=[O:18])[CH3:17])[C@H:9]1[O:10][C:11](=[O:13])[CH3:12])(=[O:79])[CH3:78]. (4) Reactant: C1O[C:9]2C=CC(N)=[CH:4][C:3]=2O1.C(OC)(=O)C(C)=O.[CH3:18][O:19][C:20](=[O:33])[C@H:21]([CH3:32])[NH:22][C:23]1[CH:28]=[CH:27][C:26]2[O:29][CH2:30][O:31][C:25]=2[CH:24]=1. Product: [CH2:18]([O:19][C:20](=[O:33])[C@H:21]([CH3:32])[NH:22][C:23]1[CH:28]=[CH:27][C:26]2[O:29][CH2:30][O:31][C:25]=2[CH:24]=1)[CH:3]([CH3:4])[CH3:9]. The catalyst class is: 619. (5) Reactant: [Cl:1][C:2]1[C:11]([N+:12]([O-:14])=[O:13])=[CH:10][C:9](I)=[CH:8][C:3]=1[C:4]([O:6][CH3:7])=[O:5].[CH:16]([Sn](CCCC)(CCCC)CCCC)=[CH2:17].[F-].[K+]. Product: [Cl:1][C:2]1[C:11]([N+:12]([O-:14])=[O:13])=[CH:10][C:9]([CH:16]=[CH2:17])=[CH:8][C:3]=1[C:4]([O:6][CH3:7])=[O:5]. The catalyst class is: 303. (6) Reactant: [OH:1][C:2]1[CH:3]=[C:4]([CH:30]=[CH:31][CH:32]=1)[CH2:5][N:6]1[C:15]2[C:10](=[CH:11][C:12]([O:16][CH2:17][C:18]#[CH:19])=[CH:13][CH:14]=2)[C:9]([C:20]2[CH:25]=[CH:24][C:23]([CH:26]([CH3:28])[CH3:27])=[CH:22][CH:21]=2)=[N:8][C:7]1=[O:29].[H-].[Na+].Br[CH2:36][CH2:37][O:38][CH3:39]. Product: [CH:26]([C:23]1[CH:24]=[CH:25][C:20]([C:9]2[C:10]3[C:15](=[CH:14][CH:13]=[C:12]([O:16][CH2:17][C:18]#[CH:19])[CH:11]=3)[N:6]([CH2:5][C:4]3[CH:30]=[CH:31][CH:32]=[C:2]([O:1][CH2:36][CH2:37][O:38][CH3:39])[CH:3]=3)[C:7](=[O:29])[N:8]=2)=[CH:21][CH:22]=1)([CH3:27])[CH3:28]. The catalyst class is: 3. (7) The catalyst class is: 7. Product: [CH:1]1([C:4]2[CH:5]=[CH:6][C:7]([CH3:11])=[C:8]([NH:9][C:12](=[O:13])[O:14][C:15]([CH3:18])([CH3:17])[CH3:16])[CH:10]=2)[CH2:3][CH2:2]1. Reactant: [CH:1]1([C:4]2[CH:5]=[CH:6][C:7]([CH3:11])=[C:8]([CH:10]=2)[NH2:9])[CH2:3][CH2:2]1.[C:12](O[C:12]([O:14][C:15]([CH3:18])([CH3:17])[CH3:16])=[O:13])([O:14][C:15]([CH3:18])([CH3:17])[CH3:16])=[O:13].